This data is from Full USPTO retrosynthesis dataset with 1.9M reactions from patents (1976-2016). The task is: Predict the reactants needed to synthesize the given product. (1) Given the product [Cl:1][C:2]1[CH:7]=[C:6]([NH:8][C:9]([C:11]2[N:15]3[N:16]=[C:17]([NH:33][CH:34]4[CH2:39][CH2:38][O:37][CH2:36][CH2:35]4)[CH:18]=[C:19]([NH:20][CH:30]4[CH2:32][CH2:31]4)[C:14]3=[N:13][CH:12]=2)=[O:10])[CH:5]=[CH:4][N:3]=1, predict the reactants needed to synthesize it. The reactants are: [Cl:1][C:2]1[CH:7]=[C:6]([NH:8][C:9]([C:11]2[N:15]3[N:16]=[C:17]([NH:33][CH:34]4[CH2:39][CH2:38][O:37][CH2:36][CH2:35]4)[CH:18]=[C:19]([N:20]([CH:30]4[CH2:32][CH2:31]4)CC4C=CC(OC)=CC=4)[C:14]3=[N:13][CH:12]=2)=[O:10])[CH:5]=[CH:4][N:3]=1.C(O)(C(F)(F)F)=O. (2) The reactants are: [CH3:1][C:2]1[CH:3]=[C:4]([C@H:12]2[CH2:17][C@H:16]([C:18]3[O:22][NH:21][C:20](=[O:23])[CH:19]=3)[CH2:15][CH2:14][N:13]2C(OC)=O)[CH:5]=[CH:6][C:7]=1[C:8]([F:11])([F:10])[F:9].Br. Given the product [CH3:1][C:2]1[CH:3]=[C:4]([C@H:12]2[CH2:17][C@H:16]([C:18]3[O:22][NH:21][C:20](=[O:23])[CH:19]=3)[CH2:15][CH2:14][NH:13]2)[CH:5]=[CH:6][C:7]=1[C:8]([F:9])([F:10])[F:11], predict the reactants needed to synthesize it. (3) Given the product [C:1]([NH:11][C@H:12]([C:16]([O:18][CH2:19][CH2:20][CH2:21][C:22]([CH3:27])([CH3:26])[C:23]([O:25][CH2:47][Cl:46])=[O:24])=[O:17])[CH:13]([CH3:14])[CH3:15])([O:3][CH2:4][C:5]1[CH:10]=[CH:9][CH:8]=[CH:7][CH:6]=1)=[O:2], predict the reactants needed to synthesize it. The reactants are: [C:1]([NH:11][C@H:12]([C:16]([O:18][CH2:19][CH2:20][CH2:21][C:22]([CH3:27])([CH3:26])[C:23]([OH:25])=[O:24])=[O:17])[CH:13]([CH3:15])[CH3:14])([O:3][CH2:4][C:5]1[CH:10]=[CH:9][CH:8]=[CH:7][CH:6]=1)=[O:2].[OH-].C([N+](CCCC)(CCCC)CCCC)CCC.[Cl:46][CH2:47]I. (4) Given the product [Br:13][C:14]1[CH:15]=[C:16]([C:26]([NH:27][C:28]2[C:36]([CH3:37])=[CH:35][C:34]([Cl:38])=[CH:33][C:29]=2[C:30]([N:4]([CH3:3])[NH:5][CH3:6])=[O:32])=[O:31])[N:17]([C:19]2[C:24]([Cl:25])=[CH:23][CH:22]=[CH:21][N:20]=2)[CH:18]=1, predict the reactants needed to synthesize it. The reactants are: Cl.Cl.[CH3:3][NH:4][NH:5][CH3:6].C(=O)([O-])[O-].[K+].[K+].[Br:13][C:14]1[CH:15]=[C:16]([C:26]2[O:31][C:30](=[O:32])[C:29]3[CH:33]=[C:34]([Cl:38])[CH:35]=[C:36]([CH3:37])[C:28]=3[N:27]=2)[N:17]([C:19]2[C:24]([Cl:25])=[CH:23][CH:22]=[CH:21][N:20]=2)[CH:18]=1.